From a dataset of Reaction yield outcomes from USPTO patents with 853,638 reactions. Predict the reaction yield, written as a fraction of the theoretical maximum amount of product (1.0 means a 100% yield; for example, 0.34 means a 34% yield). (1) The reactants are [CH3:1][O:2][C:3](=[O:6])[CH2:4][OH:5].[H-].[Na+].Cl[C:10]1[C:15]([N+:16]([O-:18])=[O:17])=[CH:14][C:13]([F:19])=[CH:12][N:11]=1.O. The catalyst is O1CCCC1. The product is [CH3:1][O:2][C:3](=[O:6])[CH2:4][O:5][C:10]1[C:15]([N+:16]([O-:18])=[O:17])=[CH:14][C:13]([F:19])=[CH:12][N:11]=1. The yield is 0.660. (2) The reactants are [C:1]([NH2:4])(=[O:3])[CH3:2].[CH2:5]([O:12][C:13](=[O:28])[NH:14][CH2:15][CH2:16][O:17][C:18]1[CH:23]=[CH:22][C:21]([C:24](=O)[CH2:25]Br)=[CH:20][CH:19]=1)[C:6]1[CH:11]=[CH:10][CH:9]=[CH:8][CH:7]=1. No catalyst specified. The product is [CH2:5]([O:12][C:13](=[O:28])[NH:14][CH2:15][CH2:16][O:17][C:18]1[CH:19]=[CH:20][C:21]([C:24]2[N:4]=[C:1]([CH3:2])[O:3][CH:25]=2)=[CH:22][CH:23]=1)[C:6]1[CH:11]=[CH:10][CH:9]=[CH:8][CH:7]=1. The yield is 0.580.